From a dataset of Reaction yield outcomes from USPTO patents with 853,638 reactions. Predict the reaction yield, written as a fraction of the theoretical maximum amount of product (1.0 means a 100% yield; for example, 0.34 means a 34% yield). The reactants are [CH3:1][O:2][C:3]1[CH:8]=[CH:7][C:6]([NH:9][C:10](=[NH:20])[CH2:11][C:12](=[O:19])[C:13]2[CH:18]=[CH:17][CH:16]=[CH:15][CH:14]=2)=[C:5]([CH3:21])[CH:4]=1.[C:22](OC)(=[O:25])[C:23]#[CH:24].C(OCC)C. The catalyst is CO. The product is [NH2:20][C:10]1[N:9]([C:6]2[CH:7]=[CH:8][C:3]([O:2][CH3:1])=[CH:4][C:5]=2[CH3:21])[C:22](=[O:25])[CH:23]=[CH:24][C:11]=1[C:12](=[O:19])[C:13]1[CH:14]=[CH:15][CH:16]=[CH:17][CH:18]=1. The yield is 0.420.